Dataset: Full USPTO retrosynthesis dataset with 1.9M reactions from patents (1976-2016). Task: Predict the reactants needed to synthesize the given product. (1) Given the product [CH3:1][O:2][NH:3][CH:4]([C:5]1[CH:10]=[CH:9][CH:8]=[CH:7][CH:6]=1)[C:11]1[CH:16]=[CH:15][CH:14]=[CH:13][CH:12]=1, predict the reactants needed to synthesize it. The reactants are: [CH3:1][O:2][N:3]=[C:4]([C:11]1[CH:16]=[CH:15][CH:14]=[CH:13][CH:12]=1)[C:5]1[CH:10]=[CH:9][CH:8]=[CH:7][CH:6]=1.[BH3-]C#N.[Na+]. (2) The reactants are: [H-].[Na+].[C:3]([O:7][C:8]([N:10]1[CH2:14][CH2:13][C@@H:12]([OH:15])[CH2:11]1)=[O:9])([CH3:6])([CH3:5])[CH3:4].[CH3:16]I.O. Given the product [CH3:16][O:15][C@@H:12]1[CH2:13][CH2:14][N:10]([C:8]([O:7][C:3]([CH3:6])([CH3:4])[CH3:5])=[O:9])[CH2:11]1, predict the reactants needed to synthesize it. (3) Given the product [CH:1]1[C:10]2[C:5](=[CH:6][CH:7]=[CH:8][CH:9]=2)[CH:4]=[CH:3][C:2]=1[C:11]1[N:16]=[C:15]([NH:17][C:18]2[CH:27]=[CH:26][CH:25]=[CH:24][C:19]=2[C:20]([OH:22])=[O:21])[CH:14]=[CH:13][CH:12]=1, predict the reactants needed to synthesize it. The reactants are: [CH:1]1[C:10]2[C:5](=[CH:6][CH:7]=[CH:8][CH:9]=2)[CH:4]=[CH:3][C:2]=1[C:11]1[N:16]=[C:15]([NH:17][C:18]2[CH:27]=[CH:26][CH:25]=[CH:24][C:19]=2[C:20]([O:22]C)=[O:21])[CH:14]=[CH:13][CH:12]=1.[OH-].[Li+]. (4) Given the product [F:15][C:14]1[C:9]([OH:8])=[N:10][C:11]([F:16])=[CH:12][CH:13]=1, predict the reactants needed to synthesize it. The reactants are: C([O:8][C:9]1[C:14]([F:15])=[CH:13][CH:12]=[C:11]([F:16])[N:10]=1)C1C=CC=CC=1. (5) Given the product [CH3:17][O:18][C:19]1[CH:20]=[C:21]([N:22]2[CH2:14][CH2:13][C:12](=[O:15])[CH2:11][CH2:10]2)[CH:23]=[CH:24][C:25]=1[O:26][CH3:27], predict the reactants needed to synthesize it. The reactants are: [I-].C([N+]1(C)[CH2:14][CH2:13][C:12](=[O:15])[CH2:11][CH2:10]1)C1C=CC=CC=1.[CH3:17][O:18][C:19]1[CH:20]=[C:21]([CH:23]=[CH:24][C:25]=1[O:26][CH3:27])[NH2:22].C(=O)([O-])[O-].[K+].[K+].O. (6) Given the product [OH:50][C:47]1[CH:49]=[CH:19][C:14]([CH2:15][CH2:16][CH2:17][C:43]([OH:44])=[O:30])=[CH:13][CH:48]=1, predict the reactants needed to synthesize it. The reactants are: NC(N([CH2:13][C:14]1[CH:19]=C[C:17](C)=[CH:16][CH:15]=1)NC(OC(C)(C)C)=O)=O.CC1C=CC(CN(C(OC(C)(C)C)=[O:30])N)=CC=1.C[Si](N=[C:43]=[O:44])(C)C.II.[CH:47]([OH:50])([CH3:49])[CH3:48].